Task: Regression. Given a peptide amino acid sequence and an MHC pseudo amino acid sequence, predict their binding affinity value. This is MHC class II binding data.. Dataset: Peptide-MHC class II binding affinity with 134,281 pairs from IEDB (1) The binding affinity (normalized) is 0.828. The peptide sequence is KSLFFLDEPLKSVPL. The MHC is DRB1_1101 with pseudo-sequence DRB1_1101. (2) The peptide sequence is MAVHQYTVALFLAVA. The MHC is DRB1_1501 with pseudo-sequence DRB1_1501. The binding affinity (normalized) is 0.201. (3) The peptide sequence is ANATVYMIDSVLMPP. The MHC is DRB1_1501 with pseudo-sequence DRB1_1501. The binding affinity (normalized) is 0.666. (4) The peptide sequence is RNGGEIGAVALDYPS. The MHC is DRB1_0901 with pseudo-sequence DRB1_0901. The binding affinity (normalized) is 0.335.